From a dataset of Forward reaction prediction with 1.9M reactions from USPTO patents (1976-2016). Predict the product of the given reaction. (1) Given the reactants C1(=O)[O:6][C@H:4]([CH3:5])[CH2:3]O1.[N:8]1[C:16]([NH2:17])=[C:15]2[C:11]([N:12]=[CH:13][NH:14]2)=[N:10][CH:9]=1.[OH-].[Na+], predict the reaction product. The product is: [OH:6][C@H:4]([CH3:5])[CH2:3][N:12]1[CH:13]=[N:14][C:15]2[C:11]1=[N:10][CH:9]=[N:8][C:16]=2[NH2:17]. (2) The product is: [Br:1][C:2]1[CH:7]=[CH:6][C:5]([O:8][CH3:9])=[C:4]([NH:10][NH2:11])[CH:3]=1. Given the reactants [Br:1][C:2]1[CH:7]=[CH:6][C:5]([O:8][CH3:9])=[C:4]([NH2:10])[CH:3]=1.[N:11]([O-])=O.[Na+].O.O.Cl[Sn]Cl, predict the reaction product. (3) Given the reactants [Cl:1][C:2]1[CH:3]=[C:4]([CH:7]=[CH:8][C:9]=1[F:10])[CH:5]=O.[N+:11]([CH3:14])([O-:13])=[O:12].[OH-].[Na+], predict the reaction product. The product is: [Cl:1][C:2]1[CH:3]=[C:4]([CH:5]=[CH:14][N+:11]([O-:13])=[O:12])[CH:7]=[CH:8][C:9]=1[F:10]. (4) Given the reactants [NH2:1][C:2]1[CH:3]=[CH:4][C:5]([CH3:20])=[C:6]([N:8]2[C:17](=[O:18])[C:16]3[C:11](=[CH:12][CH:13]=[C:14]([Br:19])[CH:15]=3)[N:10]=[CH:9]2)[CH:7]=1.Br[C:44]1[CH:43]=[C:42]2[C:47](=[CH:46][CH:45]=1)N=C(C)N(C1C=C(N[C:41](=[O:52])[C:42]3[CH:47]=[CH:46][CH:45]=[C:44](C(F)(F)F)[CH:43]=3)C=CC=1C)[C:41]2=[O:52].CCN=C=N[CH2:59][CH2:60][CH2:61][N:62](C)C.[CH:65]1C=CC2N(O)N=NC=2C=1.C(N(C(C)C)CC)(C)C, predict the reaction product. The product is: [Br:19][C:14]1[CH:15]=[C:16]2[C:11](=[CH:12][CH:13]=1)[N:10]=[CH:9][N:8]([C:6]1[CH:7]=[C:2]([NH:1][C:41](=[O:52])[C:42]3[CH:47]=[CH:46][CH:45]=[C:44]([C:60]([C:61]#[N:62])([CH3:59])[CH3:65])[CH:43]=3)[CH:3]=[CH:4][C:5]=1[CH3:20])[C:17]2=[O:18].